The task is: Predict the product of the given reaction.. This data is from Forward reaction prediction with 1.9M reactions from USPTO patents (1976-2016). (1) Given the reactants Br[CH2:2][C:3]([C@H:5]1[C@@H:9]2[C@@H:10]3[C@@:23]([CH3:26])([CH2:24][CH2:25][C@@:8]2([C:44]([O:46][Si](C(C)(C)C)(C)C)=[O:45])[CH2:7][CH2:6]1)[C@@:22]1([CH3:27])[C@@H:13]([C@:14]2([CH3:43])[C@@H:19]([CH2:20][CH2:21]1)[C:18]([CH3:29])([CH3:28])[C:17]([C:30]1[CH:35]=[CH:34][C:33]([C:36]([O:38][C:39]([CH3:42])([CH3:41])[CH3:40])=[O:37])=[CH:32][CH:31]=1)=[CH:16][CH2:15]2)[CH2:12][CH2:11]3)=[CH2:4].[CH2:54]([CH2:56][NH2:57])[OH:55], predict the reaction product. The product is: [C:39]([O:38][C:36]([C:33]1[CH:32]=[CH:31][C:30]([C:17]2[C:18]([CH3:29])([CH3:28])[C@H:19]3[C@:14]([CH3:43])([CH2:15][CH:16]=2)[C@@H:13]2[C@:22]([CH3:27])([C@@:23]4([CH3:26])[C@H:10]([CH2:11][CH2:12]2)[C@H:9]2[C@H:5]([C:3]([CH2:4][NH:57][CH2:56][CH2:54][OH:55])=[CH2:2])[CH2:6][CH2:7][C@:8]2([C:44]([OH:46])=[O:45])[CH2:25][CH2:24]4)[CH2:21][CH2:20]3)=[CH:35][CH:34]=1)=[O:37])([CH3:40])([CH3:41])[CH3:42]. (2) Given the reactants [F:1][C:2]([F:7])([F:6])[C:3]([OH:5])=[O:4].[Cl:8][C:9]1[CH:46]=[CH:45][C:12]([C:13]([N:15]2[CH2:21][C:20]3[CH:22]=[CH:23][C:24]([C:26]([O:28][CH2:29][CH3:30])=[O:27])=[CH:25][C:19]=3[N:18]([CH2:31][C:32]3[CH:37]=[CH:36][C:35]([C:38]4[N:39]([CH3:43])[CH2:40][CH2:41][N:42]=4)=[CH:34][CH:33]=3)[C:17](=[O:44])[CH2:16]2)=[O:14])=[CH:11][CH:10]=1.[C:47](=O)([O-])[O-].[K+].[K+].CI, predict the reaction product. The product is: [F:1][C:2]([F:7])([F:6])[C:3]([O-:5])=[O:4].[Cl:8][C:9]1[CH:46]=[CH:45][C:12]([C:13]([N:15]2[CH2:21][C:20]3[CH:22]=[CH:23][C:24]([C:26]([O:28][CH2:29][CH3:30])=[O:27])=[CH:25][C:19]=3[N:18]([CH2:31][C:32]3[CH:37]=[CH:36][C:35]([C:38]4[N:42]([CH3:47])[CH2:41][CH2:40][N+:39]=4[CH3:43])=[CH:34][CH:33]=3)[C:17](=[O:44])[CH2:16]2)=[O:14])=[CH:11][CH:10]=1. (3) Given the reactants [C:1]([O:5][C:6]([N:8]1[CH2:13][C@@H:12]2[C@@H:10]([CH2:11]2)[C@H:9]1[CH2:14][NH:15]CC1C=CC=CC=1)=[O:7])([CH3:4])([CH3:3])[CH3:2], predict the reaction product. The product is: [C:1]([O:5][C:6]([N:8]1[CH2:13][C@@H:12]2[C@@H:10]([CH2:11]2)[C@H:9]1[CH2:14][NH2:15])=[O:7])([CH3:4])([CH3:3])[CH3:2]. (4) Given the reactants [F:1][C:2]1[CH:3]=[C:4]([CH:27]=[CH:28][CH:29]=1)[CH2:5][NH:6][C:7]1[CH:8]=[CH:9][C:10]2[N:11]([C:13]([C:16]3[CH:21]=[CH:20][C:19]([C:22]4[N:23]=[N:24][NH:25][N:26]=4)=[CH:18][CH:17]=3)=[CH:14][N:15]=2)[N:12]=1.[C:30]([O-])([O-])=O.[Cs+].[Cs+].CI, predict the reaction product. The product is: [F:1][C:2]1[CH:3]=[C:4]([CH:27]=[CH:28][CH:29]=1)[CH2:5][NH:6][C:7]1[CH:8]=[CH:9][C:10]2[N:11]([C:13]([C:16]3[CH:17]=[CH:18][C:19]([C:22]4[N:23]=[N:24][N:25]([CH3:30])[N:26]=4)=[CH:20][CH:21]=3)=[CH:14][N:15]=2)[N:12]=1. (5) Given the reactants [OH:1][C:2]1[CH:3]=[C:4]([CH:9]=[C:10]([OH:12])[CH:11]=1)[C:5]([O:7][CH3:8])=[O:6].[CH:13](I)([CH3:15])[CH3:14].[C:17]([O-])([O-])=O.[K+].[K+].[CH3:23][C:24]#N, predict the reaction product. The product is: [CH:13]([O:1][C:2]1[CH:3]=[C:4]([CH:9]=[C:10]([O:12][CH:24]([CH3:23])[CH3:17])[CH:11]=1)[C:5]([O:7][CH3:8])=[O:6])([CH3:15])[CH3:14].